This data is from Full USPTO retrosynthesis dataset with 1.9M reactions from patents (1976-2016). The task is: Predict the reactants needed to synthesize the given product. (1) Given the product [NH:2]1[CH2:7][CH2:6][CH:5]([C:8]([O:10][C:11]([CH3:14])([CH3:13])[CH3:12])=[O:9])[CH2:4][CH2:3]1, predict the reactants needed to synthesize it. The reactants are: O.[N:2]1(C(OCC2C=CC=CC=2)=O)[CH2:7][CH2:6][CH:5]([C:8]([O:10][C:11]([CH3:14])([CH3:13])[CH3:12])=[O:9])[CH2:4][CH2:3]1.[H][H].CO. (2) Given the product [C:40]([O:39][C:37]([NH:3][CH:5]([C:11]([C:14]1[CH:15]=[CH:16][C:17]([O:20][CH3:21])=[CH:18][CH:19]=1)([CH3:13])[CH3:12])[C:6]([OH:8])=[O:7])=[O:38])([CH3:41])([CH3:42])[CH3:43], predict the reactants needed to synthesize it. The reactants are: N#N.[N+:3]([CH:5]([C:11]([C:14]1[CH:19]=[CH:18][C:17]([O:20][CH3:21])=[CH:16][CH:15]=1)([CH3:13])[CH3:12])[C:6]([O:8]CC)=[O:7])#[C-].N.C(=O)([O-])[O-].[K+].[K+].[C:40]([O:39][C:37](O[C:37]([O:39][C:40]([CH3:43])([CH3:42])[CH3:41])=[O:38])=[O:38])([CH3:43])([CH3:42])[CH3:41].C(O)(=O)CC(CC(O)=O)(C(O)=O)O. (3) Given the product [CH2:1]([C:5]1[N:9]=[C:8]([CH3:10])[N:7]([CH2:12][C:13]2[CH:18]=[CH:17][C:16]([C:19]3[C:20]([C:25]([OH:27])=[O:26])=[CH:21][CH:22]=[CH:23][CH:24]=3)=[CH:15][CH:14]=2)[N:6]=1)[CH2:2][CH2:3][CH3:4], predict the reactants needed to synthesize it. The reactants are: [CH2:1]([C:5]1[N:9]=[C:8]([CH3:10])[NH:7][N:6]=1)[CH2:2][CH2:3][CH3:4].Br[CH2:12][C:13]1[CH:18]=[CH:17][C:16]([C:19]2[CH:24]=[CH:23][CH:22]=[CH:21][C:20]=2[C:25]([O:27]C)=[O:26])=[CH:15][CH:14]=1. (4) The reactants are: [Cl:1][C:2]1[CH:3]=[CH:4][C:5]([C:9]2[N:13]([CH2:14][CH:15]3[CH2:20][CH2:19][CH2:18][CH2:17][CH2:16]3)[C:12]3[CH:21]=[C:22]([F:26])[C:23]([F:25])=[CH:24][C:11]=3[N:10]=2)=[C:6]([OH:8])[CH:7]=1.Br[CH2:28][CH:29]1[CH2:31][CH2:30]1. Given the product [Cl:1][C:2]1[CH:3]=[CH:4][C:5]([C:9]2[N:13]([CH2:14][CH:15]3[CH2:16][CH2:17][CH2:18][CH2:19][CH2:20]3)[C:12]3[CH:21]=[C:22]([F:26])[C:23]([F:25])=[CH:24][C:11]=3[N:10]=2)=[C:6]([O:8][CH2:28][CH:29]2[CH2:31][CH2:30]2)[CH:7]=1, predict the reactants needed to synthesize it. (5) Given the product [NH2:1][C:2]1[N:3]=[C:4]([Cl:40])[C:5]2[C:10]([CH3:11])=[CH:9][N:8]([C@@H:12]3[O:27][C@H:26]([CH2:28][O:29][CH2:30][C:31]4[CH:36]=[CH:35][C:34]([Cl:37])=[CH:33][C:32]=4[Cl:38])[C@@H:15]([O:16][CH2:17][C:18]4[CH:23]=[CH:22][C:21]([Cl:24])=[CH:20][C:19]=4[Cl:25])[C@@:13]3([CH3:39])[O:14][CH3:43])[C:6]=2[N:7]=1, predict the reactants needed to synthesize it. The reactants are: [NH2:1][C:2]1[N:3]=[C:4]([Cl:40])[C:5]2[C:10]([CH3:11])=[CH:9][N:8]([C@@H:12]3[O:27][C@H:26]([CH2:28][O:29][CH2:30][C:31]4[CH:36]=[CH:35][C:34]([Cl:37])=[CH:33][C:32]=4[Cl:38])[C@@H:15]([O:16][CH2:17][C:18]4[CH:23]=[CH:22][C:21]([Cl:24])=[CH:20][C:19]=4[Cl:25])[C@@:13]3([CH3:39])[OH:14])[C:6]=2[N:7]=1.[H-].[Na+].[CH3:43]I. (6) Given the product [CH2:19]([N:14]1[C:9]2=[C:10]([C:12]#[N:13])[N:11]=[C:6]([C:4]([NH:27][CH2:28][C:29]([OH:31])=[O:30])=[O:5])[C:7]([OH:26])=[C:8]2[C:16]([Cl:17])=[C:15]1[Cl:18])[C:20]1[CH:21]=[CH:22][CH:23]=[CH:24][CH:25]=1, predict the reactants needed to synthesize it. The reactants are: C(O[C:4]([C:6]1[C:7]([OH:26])=[C:8]2[C:16]([Cl:17])=[C:15]([Cl:18])[N:14]([CH2:19][C:20]3[CH:25]=[CH:24][CH:23]=[CH:22][CH:21]=3)[C:9]2=[C:10]([C:12]#[N:13])[N:11]=1)=[O:5])C.[NH2:27][CH2:28][C:29]([OH:31])=[O:30].C[O-].[Na+].CO. (7) Given the product [ClH:24].[NH2:15][C@H:8]([C:9]1[S:10][C:11]([CH3:14])=[CH:12][N:13]=1)[CH2:7][OH:6], predict the reactants needed to synthesize it. The reactants are: C([Si](C)(C)[O:6][CH2:7][C@H:8]([NH:15][S@@](C(C)(C)C)=O)[C:9]1[S:10][C:11]([CH3:14])=[CH:12][N:13]=1)(C)(C)C.[ClH:24].O1CCOCC1. (8) Given the product [Br:13][C:14]1[CH:24]=[CH:23][C:22]([F:25])=[CH:21][C:15]=1[O:16][CH:17]1[CH2:20][N:19]([C:2]2[N:3]=[CH:4][C:5]([C:8]([O:10][CH3:11])=[O:9])=[N:6][CH:7]=2)[CH2:18]1, predict the reactants needed to synthesize it. The reactants are: Cl[C:2]1[N:3]=[CH:4][C:5]([C:8]([O:10][CH3:11])=[O:9])=[N:6][CH:7]=1.Cl.[Br:13][C:14]1[CH:24]=[CH:23][C:22]([F:25])=[CH:21][C:15]=1[O:16][CH:17]1[CH2:20][NH:19][CH2:18]1.C(=O)([O-])[O-].[K+].[K+].